From a dataset of Reaction yield outcomes from USPTO patents with 853,638 reactions. Predict the reaction yield, written as a fraction of the theoretical maximum amount of product (1.0 means a 100% yield; for example, 0.34 means a 34% yield). (1) The reactants are [F:1][C:2]([F:7])([F:6])[C:3]([OH:5])=[O:4].[F:8][C:9]([F:14])([F:13])[C:10]([OH:12])=[O:11].FC(F)(F)C(O)=O.[Cl:22][C:23]1[CH:24]=[N:25][C:26]2[NH:27][C:28]3[CH:29]=[N:30][CH:31]=[C:32]([CH:54]=3)[CH2:33][CH2:34][C:35]3[CH:43]=[C:39]([NH:40][C:41]=1[N:42]=2)[CH:38]=[CH:37][C:36]=3[NH:44][C:45](=[O:53])[CH2:46][CH:47]1[CH2:52][CH2:51][NH:50][CH2:49][CH2:48]1.[CH3:55][C:56]1[N:57]=[CH:58][O:59][C:60]=1[C:61](Cl)=[O:62]. No catalyst specified. The product is [F:1][C:2]([F:7])([F:6])[C:3]([OH:5])=[O:4].[F:8][C:9]([F:14])([F:13])[C:10]([OH:12])=[O:11].[Cl:22][C:23]1[CH:24]=[N:25][C:26]2[NH:27][C:28]3[CH:29]=[N:30][CH:31]=[C:32]([CH:54]=3)[CH2:33][CH2:34][C:35]3[CH:43]=[C:39]([NH:40][C:41]=1[N:42]=2)[CH:38]=[CH:37][C:36]=3[NH:44][C:45](=[O:53])[CH2:46][CH:47]1[CH2:52][CH2:51][N:50]([C:61]([C:60]2[O:59][CH:58]=[N:57][C:56]=2[CH3:55])=[O:62])[CH2:49][CH2:48]1. The yield is 0.370. (2) The reactants are [CH:1]([NH:4][CH2:5][C:6]1[CH:22]=[CH:21][CH:20]=[CH:19][C:7]=1[O:8][CH2:9][CH2:10][CH2:11][CH2:12][CH2:13][C:14]([O:16][CH2:17][CH3:18])=[O:15])([CH3:3])[CH3:2].[Br:23][C:24]1[CH:25]=[C:26]([CH:30]=[CH:31][CH:32]=1)[C:27](O)=[O:28].CCN=C=NCCCN(C)C.Cl.C1C=CC2N(O)N=NC=2C=1.C(N(CC)CC)C. The yield is 0.535. The product is [Br:23][C:24]1[CH:25]=[C:26]([CH:30]=[CH:31][CH:32]=1)[C:27]([N:4]([CH2:5][C:6]1[CH:22]=[CH:21][CH:20]=[CH:19][C:7]=1[O:8][CH2:9][CH2:10][CH2:11][CH2:12][CH2:13][C:14]([O:16][CH2:17][CH3:18])=[O:15])[CH:1]([CH3:2])[CH3:3])=[O:28]. The catalyst is CN(C=O)C. (3) The reactants are [C:1]([C:3]1[CH:4]=[N:5][N:6]([CH2:8][C:9]([O:11][CH2:12][CH3:13])=[O:10])[CH:7]=1)#[N:2].C(O[CH:17](OCC)[N:18]([CH3:20])[CH3:19])C. No catalyst specified. The product is [C:1]([C:3]1[CH:4]=[N:5][N:6]([C:8](=[CH:17][N:18]([CH3:20])[CH3:19])[C:9]([O:11][CH2:12][CH3:13])=[O:10])[CH:7]=1)#[N:2]. The yield is 0.890. (4) The reactants are Cl.O.[Cl:3][C:4]1[CH:9]=[CH:8][C:7]([C:10](=O)[CH2:11][CH2:12][C:13]([OH:15])=[O:14])=[C:6]([OH:17])[C:5]=1[F:18]. The catalyst is [Zn].C1(C)C=CC=CC=1. The product is [Cl:3][C:4]1[CH:9]=[CH:8][C:7]([CH2:10][CH2:11][CH2:12][C:13]([OH:15])=[O:14])=[C:6]([OH:17])[C:5]=1[F:18]. The yield is 0.740. (5) The catalyst is CCO.C(Cl)Cl. The product is [Br:11][C:12]1[CH:19]=[CH:18][C:15]([CH:16]2[C:2]([C:1]([O:7][CH2:8][CH:9]=[CH2:10])=[O:6])=[C:3]([CH3:5])[NH:20][C:3]([CH3:5])=[C:2]2[C:1]([O:7][CH2:8][CH:9]=[CH2:10])=[O:21])=[CH:14][CH:13]=1. The yield is 0.0900. The reactants are [C:1]([O:7][CH2:8][CH:9]=[CH2:10])(=[O:6])[CH2:2][C:3]([CH3:5])=O.[Br:11][C:12]1[CH:19]=[CH:18][C:15]([CH:16]=O)=[CH:14][CH:13]=1.[NH4+:20].[OH-:21]. (6) The product is [Br:1][C:2]1[S:3][C:4]([C:16]([OH:18])=[O:17])=[C:5]([C:7]2[CH:12]=[C:11]([Cl:13])[CH:10]=[CH:9][C:8]=2[O:14][CH3:15])[N:6]=1. The reactants are [Br:1][C:2]1[S:3][C:4]([C:16]([O:18]CC)=[O:17])=[C:5]([C:7]2[CH:12]=[C:11]([Cl:13])[CH:10]=[CH:9][C:8]=2[O:14][CH3:15])[N:6]=1.[OH-].[K+].Cl.C(Cl)Cl. The yield is 0.950. The catalyst is C1COCC1.O. (7) The reactants are CC1C=CC(S(O)(=O)=O)=CC=1.[F:12][C:13]1[C:14](=[O:43])[N:15]([CH2:25][CH2:26][C@@:27]([CH3:42])([S:38]([CH3:41])(=[O:40])=[O:39])[C:28]([NH:30][O:31]C2CCCCO2)=[O:29])[CH:16]=[CH:17][C:18]=1[C:19]1[CH:24]=[CH:23][CH:22]=[CH:21][CH:20]=1. The catalyst is C(O)C. The product is [F:12][C:13]1[C:14](=[O:43])[N:15]([CH2:25][CH2:26][C@@:27]([CH3:42])([S:38]([CH3:41])(=[O:39])=[O:40])[C:28]([NH:30][OH:31])=[O:29])[CH:16]=[CH:17][C:18]=1[C:19]1[CH:20]=[CH:21][CH:22]=[CH:23][CH:24]=1. The yield is 0.426. (8) The reactants are [H-].[Na+].[F:3][C:4]1[CH:9]=[CH:8][CH:7]=[CH:6][C:5]=1[OH:10].[Cl:11][C:12]1[CH:17]=[C:16](Cl)[N:15]=[CH:14][N:13]=1.O. The catalyst is C1COCC1.C(OCC)(=O)C. The product is [Cl:11][C:12]1[CH:17]=[C:16]([O:10][C:5]2[CH:6]=[CH:7][CH:8]=[CH:9][C:4]=2[F:3])[N:15]=[CH:14][N:13]=1. The yield is 0.650. (9) The reactants are C([O:3][P:4]([CH2:9][CH2:10][NH:11][CH2:12][C:13]([CH3:36])=[CH:14][CH2:15][C:16]1[C:17]([O:29]CC[Si](C)(C)C)=[C:18]2[C:22](=[C:23]([CH3:27])[C:24]=1[O:25][CH3:26])[CH2:21][O:20][C:19]2=[O:28])(=[O:8])[O:5]CC)C.C[Si](Br)(C)C.N1[C:47]([CH3:48])=[CH:46][CH:45]=[CH:44][C:43]=1[CH3:49]. The catalyst is C(#N)C. The product is [CH2:49]([N:11]([CH2:12][C:13]([CH3:36])=[CH:14][CH2:15][C:16]1[C:17]([OH:29])=[C:18]2[C:22](=[C:23]([CH3:27])[C:24]=1[O:25][CH3:26])[CH2:21][O:20][C:19]2=[O:28])[CH2:10][CH2:9][P:4](=[O:8])([OH:5])[OH:3])[C:43]1[CH:48]=[CH:47][CH:46]=[CH:45][CH:44]=1. The yield is 0.930. (10) The catalyst is C(OCC)C. The product is [Br:21][C:18]1[C:19]2[CH:20]=[C:12]3[CH2:10][NH:24][CH2:23][CH2:22][N:13]3[C:14]=2[CH:15]=[CH:16][CH:17]=1. The yield is 0.340. The reactants are [H-].[Al+3].[Li+].[H-].[H-].[H-].C(O[C:10]([C:12]1[N:13]([CH2:22][C:23]#[N:24])[C:14]2[C:19]([CH:20]=1)=[C:18]([Br:21])[CH:17]=[CH:16][CH:15]=2)=O)C.C(C(C(C([O-])=O)O)O)([O-])=O.[Na+].[K+].